Dataset: HIV replication inhibition screening data with 41,000+ compounds from the AIDS Antiviral Screen. Task: Binary Classification. Given a drug SMILES string, predict its activity (active/inactive) in a high-throughput screening assay against a specified biological target. (1) The compound is O=C1c2cnccc2Cc2cccc3c2N1c1ccccc1S3. The result is 0 (inactive). (2) The molecule is O=P(O)(Cc1ccccc1)c1ccccc1-c1ccccc1. The result is 0 (inactive).